This data is from Catalyst prediction with 721,799 reactions and 888 catalyst types from USPTO. The task is: Predict which catalyst facilitates the given reaction. (1) Reactant: [NH2:1][C:2]1[C:3]([CH2:13][CH3:14])=[C:4]([CH:9]=[C:10]([Cl:12])[CH:11]=1)[C:5]([O:7][CH3:8])=[O:6].O=[C:16]1[CH2:21][CH2:20][CH:19]([NH:22][C:23](=[O:29])[O:24][C:25]([CH3:28])([CH3:27])[CH3:26])[CH2:18][CH2:17]1.C(O)(=O)C.C(O[BH-](OC(=O)C)OC(=O)C)(=O)C.[Na+].C([O-])(O)=O.[Na+]. Product: [C:25]([O:24][C:23]([NH:22][CH:19]1[CH2:20][CH2:21][CH:16]([NH:1][C:2]2[C:3]([CH2:13][CH3:14])=[C:4]([CH:9]=[C:10]([Cl:12])[CH:11]=2)[C:5]([O:7][CH3:8])=[O:6])[CH2:17][CH2:18]1)=[O:29])([CH3:28])([CH3:26])[CH3:27]. The catalyst class is: 325. (2) Reactant: [Br:1][C:2]1[CH:3]=[C:4]2[C:8](=[CH:9][CH:10]=1)[NH:7][C:6](=[O:11])[CH2:5]2.[CH3:12][C:13]1[C:21]2[C:16](=[CH:17][CH:18]=[CH:19][CH:20]=2)[NH:15][C:14]=1[CH:22]=O.N1CCCCC1. Product: [Br:1][C:2]1[CH:3]=[C:4]2[C:8](=[CH:9][CH:10]=1)[NH:7][C:6](=[O:11])[C:5]2=[CH:22][C:14]1[NH:15][C:16]2[C:21]([C:13]=1[CH3:12])=[CH:20][CH:19]=[CH:18][CH:17]=2. The catalyst class is: 8. (3) Reactant: [C:1](OCC)(=O)[CH2:2][C:3]([O-:5])=O.[K+].C(N(CC)CC)C.[Cl-].[Mg+2].[Cl-].[N+:21]([C:24]1[CH:25]=[C:26]([CH:30]=[C:31]([N+:33]([O-:35])=[O:34])[CH:32]=1)C(Cl)=O)([O-:23])=[O:22].Cl.[CH3:37][NH:38][NH2:39]. Product: [N+:21]([C:24]1[CH:25]=[C:26]([C:1]2[CH:2]=[C:3]([OH:5])[N:38]([CH3:37])[N:39]=2)[CH:30]=[C:31]([N+:33]([O-:35])=[O:34])[CH:32]=1)([O-:23])=[O:22]. The catalyst class is: 84. (4) Reactant: [N+:1]([C:4]1[CH:5]=[C:6]([CH:16]=[CH:17][CH:18]=1)[O:7][CH2:8][CH2:9][N:10]1[CH2:15][CH2:14][O:13][CH2:12][CH2:11]1)([O-])=O.[H][H]. Product: [N:10]1([CH2:9][CH2:8][O:7][C:6]2[CH:5]=[C:4]([NH2:1])[CH:18]=[CH:17][CH:16]=2)[CH2:15][CH2:14][O:13][CH2:12][CH2:11]1. The catalyst class is: 78. (5) Reactant: [CH3:1][C:2]1[N:7]=[C:6]([S:8][CH2:9][C:10]2[CH:15]=[CH:14][N:13]=[CH:12][CH:11]=2)[N:5]=[C:4]([OH:16])[CH:3]=1.[ClH:17].O1CCOCC1. Product: [ClH:17].[CH3:1][C:2]1[N:7]=[C:6]([S:8][CH2:9][C:10]2[CH:11]=[CH:12][N:13]=[CH:14][CH:15]=2)[N:5]=[C:4]([OH:16])[CH:3]=1. The catalyst class is: 5. (6) Reactant: [C:1]([NH:24][CH2:25][CH2:26][NH:27][C:28]([O:30][CH2:31][C@H:32]1[S:36][CH2:35][C@@H:34]([N:37]2[CH:42]=[CH:41][C:40]([NH:43]C(=O)OCC(Cl)(Cl)Cl)=[N:39][C:38]2=[O:52])[O:33]1)=[O:29])(=[O:23])[CH2:2][CH2:3]/[CH:4]=[CH:5]\[CH2:6]/[CH:7]=[CH:8]\[CH2:9]/[CH:10]=[CH:11]\[CH2:12]/[CH:13]=[CH:14]\[CH2:15]/[CH:16]=[CH:17]\[CH2:18]/[CH:19]=[CH:20]\[CH2:21][CH3:22]. Product: [C:1]([NH:24][CH2:25][CH2:26][NH:27][C:28](=[O:29])[O:30][CH2:31][C@H:32]1[S:36][CH2:35][C@@H:34]([N:37]2[CH:42]=[CH:41][C:40]([NH2:43])=[N:39][C:38]2=[O:52])[O:33]1)(=[O:23])[CH2:2][CH2:3]/[CH:4]=[CH:5]\[CH2:6]/[CH:7]=[CH:8]\[CH2:9]/[CH:10]=[CH:11]\[CH2:12]/[CH:13]=[CH:14]\[CH2:15]/[CH:16]=[CH:17]\[CH2:18]/[CH:19]=[CH:20]\[CH2:21][CH3:22]. The catalyst class is: 324. (7) Reactant: [S:1]1[CH:5]=[CH:4][C:3]([C:6]2[CH:7]=[N:8][C:9](N)=[N:10][CH:11]=2)=[CH:2]1.[FH:13].N(OC(C)(C)C)=O.C(=O)(O)[O-].[Na+]. Product: [F:13][C:9]1[N:8]=[CH:7][C:6]([C:3]2[CH:4]=[CH:5][S:1][CH:2]=2)=[CH:11][N:10]=1. The catalyst class is: 17. (8) Reactant: Br[C:2]1[C:3]([NH2:8])=[N:4][CH:5]=[CH:6][CH:7]=1.[F:9][C:10]1[CH:15]=[C:14](B(O)O)[CH:13]=[CH:12][C:11]=1[C:19]1[CH:24]=[CH:23][CH:22]=[CH:21][CH:20]=1.C(=O)([O-])[O-].[Na+].[Na+].O. Product: [F:9][C:10]1[CH:15]=[C:14]([C:2]2[C:3]([NH2:8])=[N:4][CH:5]=[CH:6][CH:7]=2)[CH:13]=[CH:12][C:11]=1[C:19]1[CH:20]=[CH:21][CH:22]=[CH:23][CH:24]=1. The catalyst class is: 104. (9) Reactant: [C:1]12([CH2:11][CH2:12][N:13]([CH2:26][CH2:27][CH2:28][CH2:29][CH3:30])[C:14](=[O:25])[CH2:15][CH2:16][N:17]=[CH:18][C:19]3[CH:24]=[CH:23][N:22]=[CH:21][CH:20]=3)[CH2:10][CH:5]3[CH2:6][CH:7]([CH2:9][CH:3]([CH2:4]3)[CH2:2]1)[CH2:8]2. Product: [C:1]12([CH2:11][CH2:12][N:13]([CH2:26][CH2:27][CH2:28][CH2:29][CH3:30])[C:14](=[O:25])[CH2:15][CH2:16][NH:17][CH2:18][C:19]3[CH:24]=[CH:23][N:22]=[CH:21][CH:20]=3)[CH2:8][CH:7]3[CH2:6][CH:5]([CH2:4][CH:3]([CH2:9]3)[CH2:2]1)[CH2:10]2. The catalyst class is: 19.